This data is from Catalyst prediction with 721,799 reactions and 888 catalyst types from USPTO. The task is: Predict which catalyst facilitates the given reaction. Reactant: [O:1]1[C:3]2([CH2:8][CH2:7][O:6][CH2:5][CH2:4]2)[CH:2]1[C:9]#[N:10].N1C=CC=CC=1.[FH:17].C(OCC)(=O)C. Product: [F:17][C:3]1([CH:2]([OH:1])[C:9]#[N:10])[CH2:8][CH2:7][O:6][CH2:5][CH2:4]1. The catalyst class is: 4.